Dataset: Full USPTO retrosynthesis dataset with 1.9M reactions from patents (1976-2016). Task: Predict the reactants needed to synthesize the given product. (1) Given the product [Cl:6][CH2:5][CH2:4][CH2:3][CH2:2][N:18]1[CH2:17][CH2:16][CH:15]([C:12]2[C:11]3[CH:21]=[CH:22][C:8]([F:7])=[CH:9][C:10]=3[O:14][N:13]=2)[CH2:20][CH2:19]1, predict the reactants needed to synthesize it. The reactants are: Br[CH2:2][CH2:3][CH2:4][CH2:5][Cl:6].[F:7][C:8]1[CH:22]=[CH:21][C:11]2[C:12]([CH:15]3[CH2:20][CH2:19][NH:18][CH2:17][CH2:16]3)=[N:13][O:14][C:10]=2[CH:9]=1.C(=O)([O-])[O-].[K+].[K+]. (2) Given the product [Br:1][C:2]1[C:3]([Cl:11])=[N:4][CH:5]=[C:6]([CH:10]=1)[C:7]([NH:19][C:18]1[CH:20]=[CH:21][C:15]([S:14][C:13]([Cl:12])([F:22])[F:23])=[CH:16][CH:17]=1)=[O:9], predict the reactants needed to synthesize it. The reactants are: [Br:1][C:2]1[C:3]([Cl:11])=[N:4][CH:5]=[C:6]([CH:10]=1)[C:7]([OH:9])=O.[Cl:12][C:13]([F:23])([F:22])[S:14][C:15]1[CH:21]=[CH:20][C:18]([NH2:19])=[CH:17][CH:16]=1. (3) The reactants are: [C:1]([O:4][C:5]1[C:10]2[O:11][C:12]([CH3:15])([CH3:14])[CH2:13][C:9]=2[CH:8]=[C:7]([N+:16]([O-])=O)[CH:6]=1)(=[O:3])[CH3:2]. Given the product [C:1]([O:4][C:5]1[C:10]2[O:11][C:12]([CH3:15])([CH3:14])[CH2:13][C:9]=2[CH:8]=[C:7]([NH2:16])[CH:6]=1)(=[O:3])[CH3:2], predict the reactants needed to synthesize it. (4) The reactants are: Cl.C[O:3][C:4](=[O:16])[C@H:5]([CH2:7][C:8]1[CH:13]=[CH:12][C:11]([F:14])=[C:10]([Br:15])[CH:9]=1)[NH2:6].[Cl:17][C:18]1[CH:26]=[CH:25][C:21]([C:22](O)=[O:23])=[C:20]([NH:27][S:28]([C:31]2[C:32]3[N:33]=[CH:34][CH:35]=[N:36][C:37]=3[CH:38]=[CH:39][CH:40]=2)(=[O:30])=[O:29])[CH:19]=1. Given the product [Br:15][C:10]1[CH:9]=[C:8]([CH2:7][C@H:5]([NH:6][C:22](=[O:23])[C:21]2[CH:25]=[CH:26][C:18]([Cl:17])=[CH:19][C:20]=2[NH:27][S:28]([C:31]2[C:32]3[N:33]=[CH:34][CH:35]=[N:36][C:37]=3[CH:38]=[CH:39][CH:40]=2)(=[O:30])=[O:29])[C:4]([OH:3])=[O:16])[CH:13]=[CH:12][C:11]=1[F:14], predict the reactants needed to synthesize it.